This data is from Retrosynthesis with 50K atom-mapped reactions and 10 reaction types from USPTO. The task is: Predict the reactants needed to synthesize the given product. (1) Given the product CCCN(CC1CC1)c1nc2ccccc2cc1C=O, predict the reactants needed to synthesize it. The reactants are: CCCNCC1CC1.O=Cc1cc2ccccc2nc1Cl. (2) Given the product CCOCOC(=C(C#N)c1coc(C(C)(C)C)n1)c1c(C(F)(F)F)nn(C)c1Cl, predict the reactants needed to synthesize it. The reactants are: CCOCCl.Cn1nc(C(F)(F)F)c(C(O)=C(C#N)c2coc(C(C)(C)C)n2)c1Cl. (3) Given the product COc1ccc(C(=O)c2ccc(SCc3ccccc3)s2)cc1, predict the reactants needed to synthesize it. The reactants are: COc1ccc(C(=O)c2ccc(Br)s2)cc1.SCc1ccccc1. (4) Given the product CN1CCC(Oc2cccc(CN)n2)CC1, predict the reactants needed to synthesize it. The reactants are: CN1CCC(Oc2cccc(C#N)n2)CC1. (5) Given the product CC(Cc1ccccc1)C(=O)O, predict the reactants needed to synthesize it. The reactants are: CC(=Cc1ccccc1)C(=O)O. (6) Given the product Cc1ccc(-c2oncc2C(=O)N2CCC(c3ccccc3)CC2)cc1, predict the reactants needed to synthesize it. The reactants are: Cc1ccc(-c2oncc2C(=O)Cl)cc1.c1ccc(C2CCNCC2)cc1. (7) Given the product Cc1c(C(=O)Nc2cnc(C3=CCC(N4CCOCC4)CC3)c(C#N)c2)cnn1-c1ccc(C(F)(F)F)cn1, predict the reactants needed to synthesize it. The reactants are: CC1(C)OB(C2=CCC(N3CCOCC3)CC2)OC1(C)C.Cc1c(C(=O)Nc2cnc(Cl)c(C#N)c2)cnn1-c1ccc(C(F)(F)F)cn1. (8) Given the product Cc1ccc(N(C)S(=O)(=O)c2cccs2)c2[nH]c(C(=O)NCC(C=O)SCc3ccccc3)cc12, predict the reactants needed to synthesize it. The reactants are: COC(OC)C(CNC(=O)c1cc2c(C)ccc(N(C)S(=O)(=O)c3cccs3)c2[nH]1)SCc1ccccc1. (9) Given the product NC(CCO)c1ccc(C(F)(F)F)nc1, predict the reactants needed to synthesize it. The reactants are: [N-]=[N+]=NC(CCO)c1ccc(C(F)(F)F)nc1. (10) Given the product COCCCCC(=O)C1CN(C(=O)OC(C)(C)C)CCO1, predict the reactants needed to synthesize it. The reactants are: COCCCC[Mg+].CON(C)C(=O)C1CN(C(=O)OC(C)(C)C)CCO1.